This data is from Full USPTO retrosynthesis dataset with 1.9M reactions from patents (1976-2016). The task is: Predict the reactants needed to synthesize the given product. (1) Given the product [C:5]1([CH3:8])[CH:6]=[CH:7][C:2]([C:16]2([OH:19])[CH2:15][CH2:14][C:13]3([O:12][CH2:11][CH2:10][O:9]3)[CH2:18][CH2:17]2)=[CH:3][CH:4]=1, predict the reactants needed to synthesize it. The reactants are: Br[C:2]1[CH:7]=[CH:6][C:5]([CH3:8])=[CH:4][CH:3]=1.[O:9]1[C:13]2([CH2:18][CH2:17][C:16](=[O:19])[CH2:15][CH2:14]2)[O:12][CH2:11][CH2:10]1. (2) Given the product [CH3:26][C:21]1([CH3:27])[CH2:22][CH2:23][O:29][CH:20]1[C:11]1[CH:12]=[C:13]([C:16]([O:18][CH3:19])=[O:17])[CH:14]=[CH:15][C:10]=1[C:3]1[CH:4]=[C:5]([O:8][CH3:9])[CH:6]=[CH:7][C:2]=1[F:1], predict the reactants needed to synthesize it. The reactants are: [F:1][C:2]1[CH:7]=[CH:6][C:5]([O:8][CH3:9])=[CH:4][C:3]=1[C:10]1[CH:15]=[CH:14][C:13]([C:16]([O:18][CH3:19])=[O:17])=[CH:12][C:11]=1[CH:20]1C[CH2:23][CH:22](I)[C:21]1([CH3:27])[CH3:26].C[OH:29].